This data is from NCI-60 drug combinations with 297,098 pairs across 59 cell lines. The task is: Regression. Given two drug SMILES strings and cell line genomic features, predict the synergy score measuring deviation from expected non-interaction effect. (1) Drug 1: C1C(C(OC1N2C=C(C(=O)NC2=O)F)CO)O. Drug 2: CN1C2=C(C=C(C=C2)N(CCCl)CCCl)N=C1CCCC(=O)O.Cl. Cell line: SNB-19. Synergy scores: CSS=30.4, Synergy_ZIP=-8.14, Synergy_Bliss=-0.382, Synergy_Loewe=-78.1, Synergy_HSA=-1.16. (2) Drug 1: C1=CC=C(C(=C1)C(C2=CC=C(C=C2)Cl)C(Cl)Cl)Cl. Drug 2: C1CN(CCN1C(=O)CCBr)C(=O)CCBr. Cell line: NCI-H226. Synergy scores: CSS=2.01, Synergy_ZIP=-0.576, Synergy_Bliss=0.810, Synergy_Loewe=0.946, Synergy_HSA=0.963. (3) Synergy scores: CSS=2.53, Synergy_ZIP=0.546, Synergy_Bliss=2.91, Synergy_Loewe=0.835, Synergy_HSA=0.298. Drug 2: C1C(C(OC1N2C=NC(=NC2=O)N)CO)O. Drug 1: CNC(=O)C1=NC=CC(=C1)OC2=CC=C(C=C2)NC(=O)NC3=CC(=C(C=C3)Cl)C(F)(F)F. Cell line: UACC-257. (4) Drug 1: C#CCC(CC1=CN=C2C(=N1)C(=NC(=N2)N)N)C3=CC=C(C=C3)C(=O)NC(CCC(=O)O)C(=O)O. Drug 2: C(CN)CNCCSP(=O)(O)O. Cell line: SK-MEL-5. Synergy scores: CSS=-0.901, Synergy_ZIP=0.475, Synergy_Bliss=-0.642, Synergy_Loewe=-2.10, Synergy_HSA=-2.11. (5) Drug 1: CC12CCC3C(C1CCC2=O)CC(=C)C4=CC(=O)C=CC34C. Drug 2: CS(=O)(=O)OCCCCOS(=O)(=O)C. Cell line: HCC-2998. Synergy scores: CSS=29.8, Synergy_ZIP=-1.27, Synergy_Bliss=-0.811, Synergy_Loewe=-10.6, Synergy_HSA=-3.19. (6) Drug 1: C1CC(=O)NC(=O)C1N2CC3=C(C2=O)C=CC=C3N. Drug 2: COCCOC1=C(C=C2C(=C1)C(=NC=N2)NC3=CC=CC(=C3)C#C)OCCOC.Cl. Cell line: T-47D. Synergy scores: CSS=1.40, Synergy_ZIP=-2.28, Synergy_Bliss=-5.45, Synergy_Loewe=-4.32, Synergy_HSA=-4.29. (7) Drug 1: CC1=C(C=C(C=C1)C(=O)NC2=CC(=CC(=C2)C(F)(F)F)N3C=C(N=C3)C)NC4=NC=CC(=N4)C5=CN=CC=C5. Drug 2: CN(CCCl)CCCl.Cl. Cell line: KM12. Synergy scores: CSS=23.7, Synergy_ZIP=-11.9, Synergy_Bliss=-3.71, Synergy_Loewe=-3.99, Synergy_HSA=-1.35. (8) Drug 1: C(CC(=O)O)C(=O)CN.Cl. Drug 2: C(CN)CNCCSP(=O)(O)O. Cell line: SW-620. Synergy scores: CSS=-0.480, Synergy_ZIP=1.12, Synergy_Bliss=0.114, Synergy_Loewe=-0.0240, Synergy_HSA=-2.51. (9) Drug 1: C1=CC=C(C(=C1)C(C2=CC=C(C=C2)Cl)C(Cl)Cl)Cl. Cell line: MDA-MB-231. Drug 2: N.N.Cl[Pt+2]Cl. Synergy scores: CSS=51.5, Synergy_ZIP=-4.25, Synergy_Bliss=-4.57, Synergy_Loewe=-14.8, Synergy_HSA=0.958. (10) Drug 1: CC1=C(C(=O)C2=C(C1=O)N3CC4C(C3(C2COC(=O)N)OC)N4)N. Drug 2: CC1C(C(CC(O1)OC2CC(CC3=C2C(=C4C(=C3O)C(=O)C5=CC=CC=C5C4=O)O)(C(=O)C)O)N)O. Cell line: SK-OV-3. Synergy scores: CSS=32.1, Synergy_ZIP=-1.84, Synergy_Bliss=1.68, Synergy_Loewe=-8.96, Synergy_HSA=2.61.